Dataset: Peptide-MHC class I binding affinity with 185,985 pairs from IEDB/IMGT. Task: Regression. Given a peptide amino acid sequence and an MHC pseudo amino acid sequence, predict their binding affinity value. This is MHC class I binding data. (1) The peptide sequence is GLENGLNYI. The MHC is HLA-A02:02 with pseudo-sequence HLA-A02:02. The binding affinity (normalized) is 0.803. (2) The peptide sequence is IAMESIVIW. The MHC is HLA-A02:02 with pseudo-sequence HLA-A02:02. The binding affinity (normalized) is 0.191. (3) The peptide sequence is ILGTVSWNL. The MHC is HLA-A31:01 with pseudo-sequence HLA-A31:01. The binding affinity (normalized) is 0.0847.